Dataset: Forward reaction prediction with 1.9M reactions from USPTO patents (1976-2016). Task: Predict the product of the given reaction. (1) Given the reactants [C:1]1([C:35]2[CH:40]=[CH:39][CH:38]=[CH:37][CH:36]=2)[CH:6]=[CH:5][C:4]([C:7]2(C3C=CC=CC=3)[NH:11][C:10]([CH2:12][CH2:13][S:14][C:15]3[CH:27]=[CH:26][C:18]([O:19][C:20]([CH3:25])([CH3:24])[C:21]([OH:23])=[O:22])=[CH:17][CH:16]=3)=[C:9]([CH3:28])[O:8]2)=[CH:3][CH:2]=1.CO.[OH2:43].OOS([O-])=O.[K+].C[OH:51], predict the reaction product. The product is: [C:1]1([C:35]2[CH:40]=[CH:39][CH:38]=[CH:37][CH:36]=2)[CH:6]=[CH:5][C:4]([C:7]2[O:8][C:9]([CH3:28])=[C:10]([CH2:12][CH2:13][S:14]([C:15]3[CH:27]=[CH:26][C:18]([O:19][C:20]([CH3:25])([CH3:24])[C:21]([OH:23])=[O:22])=[CH:17][CH:16]=3)(=[O:51])=[O:43])[N:11]=2)=[CH:3][CH:2]=1. (2) Given the reactants [NH2:1][C:2]1[C:3]([Cl:10])=[N:4][C:5]([CH3:9])=[CH:6][C:7]=1[Cl:8].CN(C)C1C=CC=CC=1.[Br:20][CH2:21][C:22](Br)=[O:23].O, predict the reaction product. The product is: [Cl:10][C:3]1[C:2]([NH:1][C:22](=[O:23])[CH2:21][Br:20])=[C:7]([Cl:8])[CH:6]=[C:5]([CH3:9])[N:4]=1. (3) Given the reactants [CH:1]1([C:7]([OH:9])=O)[CH2:6][CH2:5][CH2:4][CH2:3][CH2:2]1.[C:10](Cl)(=O)[C:11](Cl)=O.CN(C)[CH:18]=[O:19], predict the reaction product. The product is: [CH:1]1([C:7]([O:19][CH2:18][C:11]2[CH:10]=[CH:3][CH:2]=[CH:1][CH:6]=2)=[O:9])[CH2:2][CH2:3][CH2:4][CH2:5][CH2:6]1. (4) Given the reactants C([N:8]1[CH2:13][CH2:12][CH:11]([CH3:14])[CH:10]([N:15]([CH3:25])[C:16]2[C:17]3[CH:24]=[CH:23][NH:22][C:18]=3[N:19]=[CH:20][N:21]=2)[CH2:9]1)C1C=CC=CC=1, predict the reaction product. The product is: [CH3:25][N:15]([CH:10]1[CH:11]([CH3:14])[CH2:12][CH2:13][NH:8][CH2:9]1)[C:16]1[C:17]2[CH:24]=[CH:23][NH:22][C:18]=2[N:19]=[CH:20][N:21]=1. (5) Given the reactants [N:1]1([CH2:6][CH2:7][OH:8])[CH:5]=[CH:4][N:3]=[CH:2]1.[CH:9]1[C:18]2[C:13](=[CH:14][CH:15]=[CH:16][CH:17]=2)[CH:12]=[CH:11][C:10]=1[C:19](Cl)=[O:20], predict the reaction product. The product is: [CH:9]1[C:18]2[C:13](=[CH:14][CH:15]=[CH:16][CH:17]=2)[CH:12]=[CH:11][C:10]=1[C:19]([O:8][CH2:7][CH2:6][N:1]1[CH:5]=[CH:4][N:3]=[CH:2]1)=[O:20]. (6) Given the reactants [F:1][C:2]([F:16])([F:15])[C:3]([C:5]1[C:6]([NH2:14])=[C:7]([CH:11]=[CH:12][CH:13]=1)[C:8](O)=[O:9])=[O:4].O=S(Cl)[Cl:19], predict the reaction product. The product is: [F:1][C:2]([F:16])([F:15])[C:3]([C:5]1[C:6]([NH2:14])=[C:7]([CH:11]=[CH:12][CH:13]=1)[C:8]([Cl:19])=[O:9])=[O:4]. (7) Given the reactants [F:1][C:2]1[CH:3]=[CH:4][C:5]([OH:28])=[C:6]([C:8]2[CH:13]=[CH:12][CH:11]=[C:10]([S:14]([NH:17][C:18]3[CH:26]=[CH:25][C:21]([C:22]([OH:24])=[O:23])=[C:20]([OH:27])[CH:19]=3)(=[O:16])=[O:15])[CH:9]=2)[CH:7]=1.[O:29]([CH2:36][CH2:37]O)[C:30]1[CH:35]=[CH:34][CH:33]=[CH:32][CH:31]=1, predict the reaction product. The product is: [F:1][C:2]1[CH:3]=[CH:4][C:5]([OH:28])=[C:6]([C:8]2[CH:13]=[CH:12][CH:11]=[C:10]([S:14]([NH:17][C:18]3[CH:26]=[CH:25][C:21]([C:22]([O:24][CH2:37][CH2:36][O:29][C:30]4[CH:35]=[CH:34][CH:33]=[CH:32][CH:31]=4)=[O:23])=[C:20]([OH:27])[CH:19]=3)(=[O:15])=[O:16])[CH:9]=2)[CH:7]=1.